Dataset: NCI-60 drug combinations with 297,098 pairs across 59 cell lines. Task: Regression. Given two drug SMILES strings and cell line genomic features, predict the synergy score measuring deviation from expected non-interaction effect. (1) Drug 1: C1=NC2=C(N1)C(=S)N=C(N2)N. Drug 2: C(CN)CNCCSP(=O)(O)O. Cell line: HOP-62. Synergy scores: CSS=35.7, Synergy_ZIP=1.25, Synergy_Bliss=1.50, Synergy_Loewe=-20.3, Synergy_HSA=1.83. (2) Drug 1: CC1=CC2C(CCC3(C2CCC3(C(=O)C)OC(=O)C)C)C4(C1=CC(=O)CC4)C. Drug 2: CN(C(=O)NC(C=O)C(C(C(CO)O)O)O)N=O. Cell line: HT29. Synergy scores: CSS=6.99, Synergy_ZIP=-0.999, Synergy_Bliss=-1.39, Synergy_Loewe=-1.27, Synergy_HSA=-2.11. (3) Drug 1: CCCS(=O)(=O)NC1=C(C(=C(C=C1)F)C(=O)C2=CNC3=C2C=C(C=N3)C4=CC=C(C=C4)Cl)F. Drug 2: C1=NC2=C(N=C(N=C2N1C3C(C(C(O3)CO)O)O)F)N. Cell line: NCI-H322M. Synergy scores: CSS=-2.68, Synergy_ZIP=4.76, Synergy_Bliss=0.657, Synergy_Loewe=-2.18, Synergy_HSA=-5.88. (4) Drug 1: CC1=C(N=C(N=C1N)C(CC(=O)N)NCC(C(=O)N)N)C(=O)NC(C(C2=CN=CN2)OC3C(C(C(C(O3)CO)O)O)OC4C(C(C(C(O4)CO)O)OC(=O)N)O)C(=O)NC(C)C(C(C)C(=O)NC(C(C)O)C(=O)NCCC5=NC(=CS5)C6=NC(=CS6)C(=O)NCCC[S+](C)C)O. Drug 2: CCCCC(=O)OCC(=O)C1(CC(C2=C(C1)C(=C3C(=C2O)C(=O)C4=C(C3=O)C=CC=C4OC)O)OC5CC(C(C(O5)C)O)NC(=O)C(F)(F)F)O. Cell line: ACHN. Synergy scores: CSS=66.4, Synergy_ZIP=-4.51, Synergy_Bliss=-5.94, Synergy_Loewe=-1.16, Synergy_HSA=1.58. (5) Drug 1: CC1C(C(CC(O1)OC2CC(OC(C2O)C)OC3=CC4=CC5=C(C(=O)C(C(C5)C(C(=O)C(C(C)O)O)OC)OC6CC(C(C(O6)C)O)OC7CC(C(C(O7)C)O)OC8CC(C(C(O8)C)O)(C)O)C(=C4C(=C3C)O)O)O)O. Drug 2: CC1CCCC2(C(O2)CC(NC(=O)CC(C(C(=O)C(C1O)C)(C)C)O)C(=CC3=CSC(=N3)C)C)C. Cell line: HL-60(TB). Synergy scores: CSS=70.5, Synergy_ZIP=0.295, Synergy_Bliss=0.834, Synergy_Loewe=-4.95, Synergy_HSA=1.45. (6) Drug 1: CS(=O)(=O)CCNCC1=CC=C(O1)C2=CC3=C(C=C2)N=CN=C3NC4=CC(=C(C=C4)OCC5=CC(=CC=C5)F)Cl. Drug 2: CC(C)NC(=O)C1=CC=C(C=C1)CNNC.Cl. Cell line: T-47D. Synergy scores: CSS=0.0280, Synergy_ZIP=1.48, Synergy_Bliss=2.51, Synergy_Loewe=-0.228, Synergy_HSA=-0.112.